Dataset: Full USPTO retrosynthesis dataset with 1.9M reactions from patents (1976-2016). Task: Predict the reactants needed to synthesize the given product. (1) The reactants are: [OH:1][C:2]1[CH:9]=[CH:8][C:5]([C:6]#[N:7])=[CH:4][C:3]=1[O:10][CH3:11].C1(P(C2C=CC=CC=2)C2C=CC=CC=2)C=CC=CC=1.O[C@H:32]1[CH2:36][CH2:35][N:34](C(OC(C)(C)C)=O)[CH2:33]1.N(C(OC(C)C)=O)=NC(OC(C)C)=O. Given the product [CH3:11][O:10][C:3]1[CH:4]=[C:5]([CH:8]=[CH:9][C:2]=1[O:1][C@@H:32]1[CH2:36][CH2:35][NH:34][CH2:33]1)[C:6]#[N:7], predict the reactants needed to synthesize it. (2) Given the product [CH3:7][C:4]1[N:3]([C:8]2[N:13]=[C:12]([CH2:14][C:15]([N:19]3[C:27]4[C:22](=[CH:23][C:24]([NH:28][C:29]([C:31]5[C:32]([C:37]6[CH:38]=[CH:39][C:40]([C:43]([F:44])([F:45])[F:46])=[CH:41][CH:42]=6)=[CH:33][CH:34]=[CH:35][CH:36]=5)=[O:30])=[CH:25][CH:26]=4)[CH2:21][CH2:20]3)=[O:17])[CH:11]=[CH:10][N:9]=2)[C:2]([CH3:1])=[CH:6][CH:5]=1, predict the reactants needed to synthesize it. The reactants are: [CH3:1][C:2]1[N:3]([C:8]2[N:13]=[C:12]([CH2:14][C:15]([OH:17])=O)[CH:11]=[CH:10][N:9]=2)[C:4]([CH3:7])=[CH:5][CH:6]=1.Cl.[NH:19]1[C:27]2[C:22](=[CH:23][C:24]([NH:28][C:29]([C:31]3[C:32]([C:37]4[CH:42]=[CH:41][C:40]([C:43]([F:46])([F:45])[F:44])=[CH:39][CH:38]=4)=[CH:33][CH:34]=[CH:35][CH:36]=3)=[O:30])=[CH:25][CH:26]=2)[CH2:21][CH2:20]1.ON1C2C=CC=CC=2N=N1.Cl.CN(C)CCCN=C=NCC.